Dataset: Reaction yield outcomes from USPTO patents with 853,638 reactions. Task: Predict the reaction yield, written as a fraction of the theoretical maximum amount of product (1.0 means a 100% yield; for example, 0.34 means a 34% yield). (1) The reactants are [NH2:1][C:2](=[O:34])[CH:3]([CH2:10][C:11]1[CH:16]=[CH:15][C:14]([NH:17][C:18]2[C:19]3[CH2:33][CH2:32][CH2:31][C:20]=3[N:21]=[C:22]([C:24]3[CH:29]=[CH:28][CH:27]=[C:26]([Cl:30])[CH:25]=3)[N:23]=2)=[CH:13][CH:12]=1)[C:4](OC(C)C)=[O:5].[H-].[Al+3].[Li+].[H-].[H-].[H-]. The catalyst is C1COCC1. The product is [Cl:30][C:26]1[CH:25]=[C:24]([C:22]2[N:23]=[C:18]([NH:17][C:14]3[CH:13]=[CH:12][C:11]([CH2:10][CH:3]([CH2:4][OH:5])[C:2]([NH2:1])=[O:34])=[CH:16][CH:15]=3)[C:19]3[CH2:33][CH2:32][CH2:31][C:20]=3[N:21]=2)[CH:29]=[CH:28][CH:27]=1. The yield is 0.250. (2) The reactants are [Br:1][C:2]1[S:6][C:5]([C:7](=[NH:11])OCC)=[C:4]([C:12]2(Cl)[CH:17]=[CH:16][C:15]([Cl:18])=[CH:14][CH2:13]2)[C:3]=1[C:20]#[N:21].[ClH:22].Cl.N[CH:25]([CH2:30][NH2:31])[C:26]([O:28][CH3:29])=[O:27]. The catalyst is C(O)C. The product is [Br:1][C:2]1[S:6][C:5]([C:7]2[NH:11][CH:25]([C:26]([O:28][CH3:29])=[O:27])[CH2:30][N:31]=2)=[C:4]([C:12]2[CH:13]=[CH:14][C:15]([Cl:18])=[CH:16][C:17]=2[Cl:22])[C:3]=1[C:20]#[N:21]. The yield is 0.360. (3) The reactants are S(C)C.[CH2:4]([Mg]Br)[CH:5]=[CH2:6].CN(P(N(C)C)(N(C)C)=O)C.[CH2:20]=[C:21]1[C:26](=[O:27])[CH:25]2[CH2:28][CH2:29][N:22]1[CH2:23][CH2:24]2.[Si](Cl)(C)(C)C. The catalyst is C1COCC1.[Cu]I. The product is [CH2:20]([CH:21]1[C:26](=[O:27])[CH:25]2[CH2:28][CH2:29][N:22]1[CH2:23][CH2:24]2)[CH2:6][CH:5]=[CH2:4]. The yield is 0.470. (4) The reactants are Cl.Cl[C:3]1[CH:4]=[CH:5][C:6]([O:14][CH3:15])=[C:7]2[C:12]=1[N:11]=[C:10]([CH3:13])[CH:9]=[CH:8]2.[OH-].[Na+]. The catalyst is [Pd].CO. The product is [CH3:15][O:14][C:6]1[CH:5]=[CH:4][CH:3]=[C:12]2[C:7]=1[CH:8]=[CH:9][C:10]([CH3:13])=[N:11]2. The yield is 0.630.